This data is from Full USPTO retrosynthesis dataset with 1.9M reactions from patents (1976-2016). The task is: Predict the reactants needed to synthesize the given product. (1) Given the product [C:17]([C:21]1[CH:22]=[CH:23][C:24]([NH:25][C:12](=[O:14])[C:11]2[CH:10]=[CH:9][C:8]([C:3]3[C:2]([Cl:1])=[CH:7][CH:6]=[CH:5][N:4]=3)=[CH:16][CH:15]=2)=[CH:26][CH:27]=1)([CH3:20])([CH3:18])[CH3:19], predict the reactants needed to synthesize it. The reactants are: [Cl:1][C:2]1[C:3]([C:8]2[CH:16]=[CH:15][C:11]([C:12]([OH:14])=O)=[CH:10][CH:9]=2)=[N:4][CH:5]=[CH:6][CH:7]=1.[C:17]([C:21]1[CH:27]=[CH:26][C:24]([NH2:25])=[CH:23][CH:22]=1)([CH3:20])([CH3:19])[CH3:18].C1CCC(N=C=NC2CCCCC2)CC1.C1C=CC2N(O)N=NC=2C=1.C(N(CC)CC)C. (2) The reactants are: [C:1]([C:5]1[CH:6]=[C:7]2[C:12](=[C:13]([F:15])[CH:14]=1)[C:11](=[O:16])[N:10]([C:17]1[CH:18]=[C:19]([N:23]3[CH:27]=[C:26]([C:28]#[N:29])[CH:25]=[N:24]3)[CH:20]=[CH:21][CH:22]=1)[N:9]=[CH:8]2)([CH3:4])([CH3:3])[CH3:2].C([OH:32])C. Given the product [C:1]([C:5]1[CH:6]=[C:7]2[C:12](=[C:13]([F:15])[CH:14]=1)[C:11](=[O:16])[N:10]([C:17]1[CH:18]=[C:19]([N:23]3[CH:27]=[C:26]([C:28]([NH2:29])=[O:32])[CH:25]=[N:24]3)[CH:20]=[CH:21][CH:22]=1)[N:9]=[CH:8]2)([CH3:4])([CH3:2])[CH3:3], predict the reactants needed to synthesize it. (3) Given the product [CH:2]([C:3]1[CH:4]=[CH:5][C:6]([O:7][C:8]2[CH:13]=[CH:12][N:11]=[C:10]3[N:14]([CH2:31][C:32]4[CH:37]=[CH:36][C:35]([O:38][CH3:39])=[CH:34][CH:33]=4)[N:15]=[C:16]([NH:17][C@@H:18]4[CH2:23][CH2:22][CH2:21][N:20]([C:24]([O:26][C:27]([CH3:30])([CH3:29])[CH3:28])=[O:25])[CH2:19]4)[C:9]=23)=[CH:40][CH:41]=1)=[O:1], predict the reactants needed to synthesize it. The reactants are: [OH:1][CH2:2][C:3]1[CH:41]=[CH:40][C:6]([O:7][C:8]2[CH:13]=[CH:12][N:11]=[C:10]3[N:14]([CH2:31][C:32]4[CH:37]=[CH:36][C:35]([O:38][CH3:39])=[CH:34][CH:33]=4)[N:15]=[C:16]([NH:17][C@@H:18]4[CH2:23][CH2:22][CH2:21][N:20]([C:24]([O:26][C:27]([CH3:30])([CH3:29])[CH3:28])=[O:25])[CH2:19]4)[C:9]=23)=[CH:5][CH:4]=1.CC(OI1(OC(C)=O)(OC(C)=O)OC(=O)C2C=CC=CC1=2)=O.C([O-])(O)=O.[Na+].[O-]S([O-])(=S)=O.[Na+].[Na+].